Dataset: Full USPTO retrosynthesis dataset with 1.9M reactions from patents (1976-2016). Task: Predict the reactants needed to synthesize the given product. Given the product [CH:66]([N:69]([CH:77]([CH3:79])[CH3:78])[P:70]([O:71][CH2:72][CH2:73][C:74]#[N:75])[O:81][O:56][CH:28]([CH2:27][O:26][CH2:25][CH2:24][O:23][CH2:22][CH2:21][O:20][C:1]([C:14]1[CH:19]=[CH:18][CH:17]=[CH:16][CH:15]=1)([C:2]1[CH:3]=[CH:4][CH:5]=[CH:6][CH:7]=1)[C:8]1[CH:9]=[CH:10][CH:11]=[CH:12][CH:13]=1)[CH2:29][O:30][CH2:31][CH2:32][O:33][CH2:34][CH2:35][O:36][C:37]([C:50]1[CH:51]=[CH:52][CH:53]=[CH:54][CH:55]=1)([C:38]1[CH:39]=[CH:40][CH:41]=[CH:42][CH:43]=1)[C:44]1[CH:49]=[CH:48][CH:47]=[CH:46][CH:45]=1)([CH3:68])[CH3:67], predict the reactants needed to synthesize it. The reactants are: [C:1]([O:20][CH2:21][CH2:22][O:23][CH2:24][CH2:25][O:26][CH2:27][CH:28]([OH:56])[CH2:29][O:30][CH2:31][CH2:32][O:33][CH2:34][CH2:35][O:36][C:37]([C:50]1[CH:55]=[CH:54][CH:53]=[CH:52][CH:51]=1)([C:44]1[CH:49]=[CH:48][CH:47]=[CH:46][CH:45]=1)[C:38]1[CH:43]=[CH:42][CH:41]=[CH:40][CH:39]=1)([C:14]1[CH:19]=[CH:18][CH:17]=[CH:16][CH:15]=1)([C:8]1[CH:13]=[CH:12][CH:11]=[CH:10][CH:9]=1)[C:2]1[CH:7]=[CH:6][CH:5]=[CH:4][CH:3]=1.C(N(C(C)C)CC)(C)C.[CH:66]([N:69]([CH:77]([CH3:79])[CH3:78])[P:70](Cl)[O:71][CH2:72][CH2:73][C:74]#[N:75])([CH3:68])[CH3:67].C([O-])(O)=[O:81].[Na+].